This data is from Catalyst prediction with 721,799 reactions and 888 catalyst types from USPTO. The task is: Predict which catalyst facilitates the given reaction. Reactant: [C:1]1([C:7]2([CH2:13][CH2:14][CH2:15][OH:16])[CH2:12][CH2:11][CH2:10][CH2:9][O:8]2)[CH:6]=[CH:5][CH:4]=[CH:3][CH:2]=1.CC(C)=[O:19].OS(O)(=O)=O.O=[Cr](=O)=O.C(Cl)Cl. Product: [C:1]1([C:7]2([CH2:13][CH2:14][C:15]([OH:19])=[O:16])[CH2:12][CH2:11][CH2:10][CH2:9][O:8]2)[CH:2]=[CH:3][CH:4]=[CH:5][CH:6]=1. The catalyst class is: 21.